From a dataset of Reaction yield outcomes from USPTO patents with 853,638 reactions. Predict the reaction yield, written as a fraction of the theoretical maximum amount of product (1.0 means a 100% yield; for example, 0.34 means a 34% yield). (1) The reactants are [Br:1][C:2]1[CH:7]=[CH:6][C:5]([N+:8]([O-:10])=[O:9])=[C:4]([CH3:11])[CH:3]=1.[Cl:12][C:13]1[CH:20]=[C:19]([O:21][CH3:22])[CH:18]=[C:17]([F:23])[C:14]=1[CH:15]=[O:16].N1CCCN2CCCCCC=12. The catalyst is CS(C)=O. The product is [Br:1][C:2]1[CH:7]=[CH:6][C:5]([N+:8]([O-:10])=[O:9])=[C:4]([CH2:11][CH:15]([C:14]2[C:17]([F:23])=[CH:18][C:19]([O:21][CH3:22])=[CH:20][C:13]=2[Cl:12])[OH:16])[CH:3]=1. The yield is 0.690. (2) The reactants are [CH3:1][C:2]1[N:3]=[C:4]2[CH:9]=[CH:8][CH:7]=[CH:6][N:5]2[C:10]=1[C:11]([O:13][CH2:14][CH3:15])=[O:12].[Br:16]NC(=O)CCC(N)=O.N(C(C)(C)C#N)=NC(C)(C)C#N. The catalyst is C(Cl)(Cl)(Cl)Cl. The product is [Br:16][CH2:1][C:2]1[N:3]=[C:4]2[CH:9]=[CH:8][CH:7]=[CH:6][N:5]2[C:10]=1[C:11]([O:13][CH2:14][CH3:15])=[O:12]. The yield is 0.330. (3) The catalyst is O. The reactants are C[OH:2].[C:3]([CH2:5][C:6]1[CH:26]=[CH:25][C:9]([CH2:10][CH:11]2[CH2:16][N:15]([CH3:17])[CH2:14][CH2:13][N:12]2C(OC(C)(C)C)=O)=[CH:8][CH:7]=1)#N.[C:27](=O)(O)[O-:28].[Na+].[Cl-].[Na+]. The product is [CH3:17][N:15]1[CH2:14][CH2:13][NH:12][CH:11]([CH2:10][C:9]2[CH:8]=[CH:7][C:6]([CH2:5][C:3]([O:28][CH3:27])=[O:2])=[CH:26][CH:25]=2)[CH2:16]1. The yield is 0.680. (4) The reactants are [NH2:1][CH2:2][C:3]1[CH:8]=[CH:7][C:6]([C:9]2[C:14]([CH3:15])=[CH:13][CH:12]=[C:11]([NH:16][C:17]([C:19]3([C:22]4[CH:30]=[CH:29][C:25]5[O:26][CH2:27][O:28][C:24]=5[CH:23]=4)[CH2:21][CH2:20]3)=[O:18])[CH:10]=2)=[CH:5][CH:4]=1.[CH3:31][CH:32]([CH3:36])[CH2:33][CH:34]=O.COCCOC.[BH4-].[Na+]. The catalyst is ClCCl.O. The product is [O:26]1[C:25]2[CH:29]=[CH:30][C:22]([C:19]3([C:17]([NH:16][C:11]4[CH:10]=[C:9]([C:6]5[CH:5]=[CH:4][C:3]([CH2:2][NH:1][CH2:34][CH2:33][CH:32]([CH3:36])[CH3:31])=[CH:8][CH:7]=5)[C:14]([CH3:15])=[CH:13][CH:12]=4)=[O:18])[CH2:20][CH2:21]3)=[CH:23][C:24]=2[O:28][CH2:27]1. The yield is 0.100. (5) The reactants are [CH2:1]([N:8]1[CH2:12][CH:11]([N:13](C(OC(C)(C)C)=O)[CH2:14][C:15]2[CH:20]=[CH:19][C:18]([F:21])=[CH:17][C:16]=2[F:22])[CH2:10][CH:9]1[C:30](O)=[O:31])[C:2]1[CH:7]=[CH:6][CH:5]=[CH:4][CH:3]=1.[Cl:33][C:34]1[C:39]([Cl:40])=[CH:38][CH:37]=[CH:36][C:35]=1[N:41]1[CH2:46][CH2:45][NH:44][CH2:43][CH2:42]1. No catalyst specified. The product is [CH2:1]([N:8]1[CH2:12][C@@H:11]([NH:13][CH2:14][C:15]2[CH:20]=[CH:19][C:18]([F:21])=[CH:17][C:16]=2[F:22])[CH2:10][C@H:9]1[C:30]([N:44]1[CH2:45][CH2:46][N:41]([C:35]2[CH:36]=[CH:37][CH:38]=[C:39]([Cl:40])[C:34]=2[Cl:33])[CH2:42][CH2:43]1)=[O:31])[C:2]1[CH:7]=[CH:6][CH:5]=[CH:4][CH:3]=1. The yield is 0.0180. (6) The reactants are [O:1]1[C@H:3]2[CH2:4][CH:5]3[C@:18]([CH3:20])([CH2:19][C@@H:2]12)[C@@H:17]1[C@H:8]([C@H:9]2[C@@:13]([CH2:15][CH2:16]1)([CH3:14])[C:12](=[O:21])[CH2:11][CH2:10]2)[CH2:7][CH2:6]3.O.[NH:23]1[CH2:28][CH2:27][NH:26][CH2:25][CH2:24]1. The catalyst is ClCCl. The product is [OH:1][C@@H:3]1[C@@H:2]([N:23]2[CH2:28][CH2:27][NH:26][CH2:25][CH2:24]2)[CH2:19][C@@:18]2([CH3:20])[CH:5]([CH2:6][CH2:7][C@@H:8]3[C@@H:17]2[CH2:16][CH2:15][C@@:13]2([CH3:14])[C@H:9]3[CH2:10][CH2:11][C:12]2=[O:21])[CH2:4]1. The yield is 0.650. (7) The reactants are [CH2:1]1[NH:8][CH2:7][C@@H:3]2[CH:4]([CH2:5][OH:6])[C@H:2]12.[OH-].[Na+].[C:11](O[C:11]([O:13][C:14]([CH3:17])([CH3:16])[CH3:15])=[O:12])([O:13][C:14]([CH3:17])([CH3:16])[CH3:15])=[O:12]. The catalyst is O1CCOCC1.O. The product is [CH3:15][C:14]([O:13][C:11]([N:8]1[CH2:7][C@@H:3]2[CH:4]([CH2:5][OH:6])[C@@H:2]2[CH2:1]1)=[O:12])([CH3:17])[CH3:16]. The yield is 0.899. (8) The reactants are [Cl:1][C:2]1[CH:7]=[CH:6][C:5]([S:8]([CH2:11][C:12]#[N:13])(=[O:10])=[O:9])=[CH:4][CH:3]=1.C(=O)([O-])[O-].[K+].[K+].[Cl:20][C:21]1[CH:22]=[C:23]([N:28]=[C:29]=[S:30])[CH:24]=[C:25]([Cl:27])[CH:26]=1.[CH3:31]I.Cl. The catalyst is CC(C)=O. The product is [Cl:1][C:2]1[CH:3]=[CH:4][C:5]([S:8]([C:11](=[C:29]([NH:28][C:23]2[CH:22]=[C:21]([Cl:20])[CH:26]=[C:25]([Cl:27])[CH:24]=2)[S:30][CH3:31])[C:12]#[N:13])(=[O:9])=[O:10])=[CH:6][CH:7]=1. The yield is 0.720.